From a dataset of Catalyst prediction with 721,799 reactions and 888 catalyst types from USPTO. Predict which catalyst facilitates the given reaction. (1) Product: [CH2:1]([N:3]1[CH2:15][CH2:14][C:6]2[N:7]([CH2:22][CH2:21][C:20]3[CH:23]=[CH:24][C:17]([CH3:16])=[CH:18][CH:19]=3)[C:8]3[CH:9]=[CH:10][CH:11]=[CH:12][C:13]=3[C:5]=2[CH2:4]1)[CH3:2]. The catalyst class is: 3. Reactant: [CH2:1]([N:3]1[CH2:15][CH2:14][C:6]2[NH:7][C:8]3[CH:9]=[CH:10][CH:11]=[CH:12][C:13]=3[C:5]=2[CH2:4]1)[CH3:2].[CH3:16][C:17]1[CH:24]=[CH:23][C:20]([CH:21]=[CH2:22])=[CH:19][CH:18]=1.[H-].[Na+]. (2) Reactant: [H-].[Al+3].[Li+].[H-].[H-].[H-].[CH2:7]([O:14][C:15]1[CH:16]=[C:17]2[C:21](=[CH:22][CH:23]=1)[NH:20][CH:19]=[C:18]2[CH:24]1[CH2:28][C:27](=O)[NH:26][C:25]1=O)[C:8]1[CH:13]=[CH:12][CH:11]=[CH:10][CH:9]=1. Product: [CH2:7]([O:14][C:15]1[CH:16]=[C:17]2[C:21](=[CH:22][CH:23]=1)[NH:20][CH:19]=[C:18]2[CH:24]1[CH2:28][CH2:27][NH:26][CH2:25]1)[C:8]1[CH:9]=[CH:10][CH:11]=[CH:12][CH:13]=1. The catalyst class is: 1. (3) Reactant: [C:1]([OH:6])(=O)[C:2]#[C:3][CH3:4].CN1CCOCC1.ClC(OCC(C)C)=O.[NH2:22][C:23]1[CH:24]=[C:25]2[C:30](=[N:31][CH:32]=1)[N:29]=[CH:28][C:27]([C:33]#[N:34])=[C:26]2[NH:35][C:36]1[CH:41]=[CH:40][CH:39]=[C:38]([Br:42])[CH:37]=1. Product: [Br:42][C:38]1[CH:37]=[C:36]([NH:35][C:26]2[C:27]([C:33]#[N:34])=[CH:28][N:29]=[C:30]3[C:25]=2[CH:24]=[C:23]([NH:22][C:1](=[O:6])[C:2]#[C:3][CH3:4])[CH:32]=[N:31]3)[CH:41]=[CH:40][CH:39]=1. The catalyst class is: 860. (4) Reactant: [OH:1][CH2:2][C@H:3]1[O:11][C@H:10]2[C@H:6]([N:7]=[C:8]([NH:12][CH2:13][CH2:14][CH3:15])[S:9]2)[C@@H:5]([OH:16])[C@@H:4]1[OH:17].[CH3:18][C:19]([O:22][C:23](O[C:23]([O:22][C:19]([CH3:21])([CH3:20])[CH3:18])=[O:24])=[O:24])([CH3:21])[CH3:20]. Product: [OH:17][C@@H:4]1[C@@H:3]([CH2:2][OH:1])[O:11][C@H:10]2[C@H:6]([N:7]=[C:8]([N:12]([CH2:13][CH2:14][CH3:15])[C:23](=[O:24])[O:22][C:19]([CH3:21])([CH3:20])[CH3:18])[S:9]2)[C@H:5]1[OH:16]. The catalyst class is: 5. (5) Reactant: C(N(CC)CC)C.[CH3:8][S:9](Cl)(=[O:11])=[O:10].[F:13][C:14]([F:64])([F:63])[C:15]([O:24][CH2:25][C:26]([CH2:48][O:49][C:50]([C:59]([F:62])([F:61])[F:60])([C:55]([F:58])([F:57])[F:56])[C:51]([F:54])([F:53])[F:52])([CH2:33][O:34][C:35]([C:44]([F:47])([F:46])[F:45])([C:40]([F:43])([F:42])[F:41])[C:36]([F:39])([F:38])[F:37])[CH2:27][O:28][CH2:29][CH2:30][CH2:31][OH:32])([C:20]([F:23])([F:22])[F:21])[C:16]([F:19])([F:18])[F:17].C(Cl)Cl. Product: [CH3:8][S:9]([O:32][CH2:31][CH2:30][CH2:29][O:28][CH2:27][C:26]([CH2:33][O:34][C:35]([C:36]([F:39])([F:38])[F:37])([C:40]([F:41])([F:42])[F:43])[C:44]([F:47])([F:46])[F:45])([CH2:48][O:49][C:50]([C:51]([F:52])([F:53])[F:54])([C:55]([F:56])([F:57])[F:58])[C:59]([F:60])([F:61])[F:62])[CH2:25][O:24][C:15]([C:16]([F:19])([F:18])[F:17])([C:20]([F:23])([F:22])[F:21])[C:14]([F:63])([F:64])[F:13])(=[O:11])=[O:10]. The catalyst class is: 1. (6) Reactant: [Cl:1][C:2]1[CH:3]=[C:4]([CH:6]=[CH:7][C:8]=1[O:9][C:10]1[C:19]2[C:14](=[CH:15][C:16]([O:22][CH3:23])=[C:17]([O:20][CH3:21])[CH:18]=2)[N:13]=[CH:12][CH:11]=1)[NH2:5].C(O)C.[N+:27]([C:30]1[CH:35]=[CH:34][C:33]([C:36]([N:38]=[C:39]=[S:40])=[O:37])=[CH:32][CH:31]=1)([O-:29])=[O:28]. Product: [Cl:1][C:2]1[CH:3]=[C:4]([NH:5][C:39]([NH:38][C:36](=[O:37])[C:33]2[CH:32]=[CH:31][C:30]([N+:27]([O-:29])=[O:28])=[CH:35][CH:34]=2)=[S:40])[CH:6]=[CH:7][C:8]=1[O:9][C:10]1[C:19]2[C:14](=[CH:15][C:16]([O:22][CH3:23])=[C:17]([O:20][CH3:21])[CH:18]=2)[N:13]=[CH:12][CH:11]=1. The catalyst class is: 11. (7) Reactant: CO[CH2:3][N:4]([CH2:10][C:11]1[CH:16]=[CH:15][CH:14]=[CH:13][CH:12]=1)[CH2:5][Si](C)(C)C.[Cl:17][C:18]1[CH:19]=[C:20](/[CH:25]=[CH:26]/[C:27]#[N:28])[CH:21]=[CH:22][C:23]=1[Cl:24].FC(F)(F)C(O)=O. Product: [CH2:10]([N:4]1[CH2:5][CH:25]([C:20]2[CH:21]=[CH:22][C:23]([Cl:24])=[C:18]([Cl:17])[CH:19]=2)[CH:26]([C:27]#[N:28])[CH2:3]1)[C:11]1[CH:16]=[CH:15][CH:14]=[CH:13][CH:12]=1. The catalyst class is: 2.